Predict the product of the given reaction. From a dataset of Forward reaction prediction with 1.9M reactions from USPTO patents (1976-2016). (1) Given the reactants [NH2:1][C:2]1[N:3]=[C:4](Br)[C:5]2[C:10]([CH:11]=1)=[CH:9][CH:8]=[CH:7][CH:6]=2.[CH2:13]([N:15]1[CH2:20][CH2:19][NH:18][CH2:17][CH2:16]1)[CH3:14].C(=O)([O-])[O-].[K+].[K+], predict the reaction product. The product is: [NH2:1][C:2]1[N:3]=[C:4]([N:18]2[CH2:19][CH2:20][N:15]([CH2:13][CH3:14])[CH2:16][CH2:17]2)[C:5]2[C:10]([CH:11]=1)=[CH:9][CH:8]=[CH:7][CH:6]=2. (2) Given the reactants [N:1]1([CH2:6][CH2:7][N:8]2[CH2:16][C:15]3[C:10](=[CH:11][CH:12]=[C:13]([NH2:17])[CH:14]=3)[NH:9]2)[CH2:5][CH2:4][CH2:3][CH2:2]1.[O:18]([C:25]1[CH:30]=[CH:29][C:28]([N:31]=[C:32]=[O:33])=[CH:27][CH:26]=1)[C:19]1[CH:24]=[CH:23][CH:22]=[CH:21][CH:20]=1, predict the reaction product. The product is: [O:18]([C:25]1[CH:26]=[CH:27][C:28]([NH:31][C:32]([NH:17][C:13]2[CH:14]=[C:15]3[C:16](=[CH:11][CH:12]=2)[N:8]([CH2:7][CH2:6][N:1]2[CH2:2][CH2:3][CH2:4][CH2:5]2)[N:9]=[CH:10]3)=[O:33])=[CH:29][CH:30]=1)[C:19]1[CH:20]=[CH:21][CH:22]=[CH:23][CH:24]=1. (3) The product is: [Cl:1][C:2]1[N:10]=[CH:9][N:8]=[C:7]2[C:3]=1[N:4]=[CH:5][N:6]2[CH:12]1[CH2:13][CH2:14][CH2:15][CH2:16][O:11]1. Given the reactants [Cl:1][C:2]1[N:10]=[CH:9][N:8]=[C:7]2[C:3]=1[NH:4][CH:5]=[N:6]2.[O:11]1[CH:16]=[CH:15][CH2:14][CH2:13][CH2:12]1.N, predict the reaction product. (4) Given the reactants [Cl:1][C:2]1[CH:3]=[C:4]([C:10]([N:12]2[CH2:17][CH2:16][O:15][C:14]3[CH:18]=[CH:19][N:20]=[CH:21][C:13]2=3)=[O:11])[CH:5]=[CH:6][C:7]=1[O:8]C.B(Br)(Br)Br, predict the reaction product. The product is: [Cl:1][C:2]1[CH:3]=[C:4]([C:10]([N:12]2[CH2:17][CH2:16][O:15][C:14]3[CH:18]=[CH:19][N:20]=[CH:21][C:13]2=3)=[O:11])[CH:5]=[CH:6][C:7]=1[OH:8]. (5) Given the reactants [OH:1][C:2]1[CH:10]=[CH:9][C:5]([CH2:6][CH2:7][OH:8])=[CH:4][CH:3]=1.[CH2:11]([O:14][C:15]([CH2:17][C:18]1[CH:38]=[CH:37][C:21]([O:22][CH:23]2[CH2:28][CH2:27][N:26]([C:29](N3C=C[N+](C)=C3)=[O:30])[CH2:25][CH2:24]2)=[CH:20][CH:19]=1)=[O:16])[CH:12]=[CH2:13].[I-], predict the reaction product. The product is: [OH:8][CH2:7][CH2:6][C:5]1[CH:9]=[CH:10][C:2]([O:1][C:29]([N:26]2[CH2:25][CH2:24][CH:23]([O:22][C:21]3[CH:37]=[CH:38][C:18]([CH2:17][C:15]([O:14][CH2:11][CH:12]=[CH2:13])=[O:16])=[CH:19][CH:20]=3)[CH2:28][CH2:27]2)=[O:30])=[CH:3][CH:4]=1. (6) Given the reactants [F:1][C:2]1[CH:7]=[C:6]([I:8])[CH:5]=[CH:4][C:3]=1[NH:9][C:10]1[CH:18]=[N:17][CH:16]=[CH:15][C:11]=1[C:12]([OH:14])=O.[O:19]([CH2:21][C:22]([OH:24])=[O:23])[NH2:20], predict the reaction product. The product is: [F:1][C:2]1[CH:7]=[C:6]([I:8])[CH:5]=[CH:4][C:3]=1[NH:9][C:10]1[CH:18]=[N:17][CH:16]=[CH:15][C:11]=1[C:12]([NH:20][O:19][CH2:21][C:22]([OH:24])=[O:23])=[O:14]. (7) Given the reactants Br[C:2]1[CH:3]=[CH:4][C:5]2[N:6]([C:9](=[O:12])[NH:10][N:11]=2)[C:7]=1[CH3:8].[B:13]1([B:13]2[O:17][C:16]([CH3:19])([CH3:18])[C:15]([CH3:21])([CH3:20])[O:14]2)[O:17][C:16]([CH3:19])([CH3:18])[C:15]([CH3:21])([CH3:20])[O:14]1.CC([O-])=O.[K+], predict the reaction product. The product is: [CH3:8][C:7]1[N:6]2[C:9](=[O:12])[NH:10][N:11]=[C:5]2[CH:4]=[CH:3][C:2]=1[B:13]1[O:17][C:16]([CH3:19])([CH3:18])[C:15]([CH3:21])([CH3:20])[O:14]1. (8) Given the reactants [CH:1]([N:4]([C:8]1[CH:13]=[CH:12][C:11]2[O:14][CH2:15][CH2:16][O:17][C:10]=2[CH:9]=1)[C:5]([NH2:7])=[O:6])([CH3:3])[CH3:2].[O:18]1[C:23]2[CH:24]=[CH:25][C:26]([CH:28]=O)=[CH:27][C:22]=2[O:21][CH2:20][CH2:19]1, predict the reaction product. The product is: [CH:1]([N:4]1[C:8]2[C:13](=[CH:12][C:11]3[O:14][CH2:15][CH2:16][O:17][C:10]=3[CH:9]=2)[CH:28]([C:26]2[CH:25]=[CH:24][C:23]3[O:18][CH2:19][CH2:20][O:21][C:22]=3[CH:27]=2)[NH:7][C:5]1=[O:6])([CH3:3])[CH3:2]. (9) Given the reactants Br.Br[CH:3]([C:9](=O)[C:10]1[CH:15]=[CH:14][CH:13]=[CH:12][N:11]=1)[C:4]([O:6][CH2:7][CH3:8])=[O:5].[N:17]1[CH:22]=[CH:21][CH:20]=[N:19][C:18]=1[NH:23][C:24]([NH2:26])=[S:25].C(N(CC)CC)C, predict the reaction product. The product is: [N:11]1[CH:12]=[CH:13][CH:14]=[CH:15][C:10]=1[C:9]1[N:26]=[C:24]([NH:23][C:18]2[N:19]=[CH:20][CH:21]=[CH:22][N:17]=2)[S:25][C:3]=1[C:4]([O:6][CH2:7][CH3:8])=[O:5]. (10) Given the reactants C(O)(C(F)(F)F)=O.[CH3:8][C:9]1[N:14]=[C:13]2[N:15]([CH:24]3[CH2:29][CH2:28][N:27](C(OC(C)(C)C)=O)[CH2:26][CH2:25]3)[C:16]([C:18]3[CH:23]=[CH:22][CH:21]=[CH:20][CH:19]=3)=[N:17][C:12]2=[CH:11][CH:10]=1.C([O-])(O)=O.[Na+], predict the reaction product. The product is: [CH3:8][C:9]1[N:14]=[C:13]2[N:15]([CH:24]3[CH2:29][CH2:28][NH:27][CH2:26][CH2:25]3)[C:16]([C:18]3[CH:23]=[CH:22][CH:21]=[CH:20][CH:19]=3)=[N:17][C:12]2=[CH:11][CH:10]=1.